Dataset: CYP2C19 inhibition data for predicting drug metabolism from PubChem BioAssay. Task: Regression/Classification. Given a drug SMILES string, predict its absorption, distribution, metabolism, or excretion properties. Task type varies by dataset: regression for continuous measurements (e.g., permeability, clearance, half-life) or binary classification for categorical outcomes (e.g., BBB penetration, CYP inhibition). Dataset: cyp2c19_veith. (1) The drug is COC(=O)C/C=C\[C@@H](C)[C@@H](/C=N\OC[C@@H](O)COCc1ccco1)OC. The result is 0 (non-inhibitor). (2) The molecule is O=C(c1cccc(F)c1)N1CCC2(CCN(Cc3nccs3)CC2)CC1. The result is 1 (inhibitor). (3) The molecule is COCCn1c(=O)c(-c2cccc(Cl)c2)nc2cncnc21. The result is 0 (non-inhibitor). (4) The result is 1 (inhibitor). The drug is CCn1c(NCc2cc(Br)ccc2NS(=O)(=O)c2ccc(C)cc2)nc2ccccc21. (5) The drug is COc1ccccc1CN1CCCC2(CCN(S(C)(=O)=O)CC2)C1. The result is 0 (non-inhibitor). (6) The molecule is CC(=O)c1cn(CC(=O)Nc2ccccc2C)c2ccccc12. The result is 1 (inhibitor). (7) The drug is CN(C)c1ccc(NC(=O)CSc2nc(N)c(C(=O)Nc3ccc(N(C)C)cc3)s2)cc1. The result is 1 (inhibitor).